Dataset: Catalyst prediction with 721,799 reactions and 888 catalyst types from USPTO. Task: Predict which catalyst facilitates the given reaction. (1) Reactant: [F:1][C:2]1[CH:7]=[CH:6][C:5]([C:8]2[C:9]([NH2:19])=[N:10][NH:11][C:12]=2[C:13]2[CH:18]=[CH:17][N:16]=[CH:15][CH:14]=2)=[CH:4][CH:3]=1.[CH3:20][S:21](Cl)(=[O:23])=[O:22]. Product: [F:1][C:2]1[CH:3]=[CH:4][C:5]([C:8]2[C:9]([NH:19][S:21]([CH3:20])(=[O:23])=[O:22])=[N:10][NH:11][C:12]=2[C:13]2[CH:18]=[CH:17][N:16]=[CH:15][CH:14]=2)=[CH:6][CH:7]=1. The catalyst class is: 17. (2) Reactant: [CH:1]1([N:4]([CH2:29][C:30]2[CH:35]=[CH:34][CH:33]=[C:32]([Cl:36])[C:31]=2[Cl:37])[C:5]([C@@H:7]2[C@:12]([C:14]3[CH:19]=[CH:18][C:17]([F:20])=[C:16]([F:21])[CH:15]=3)([OH:13])[CH2:11][CH2:10][N:9]([C:22]([O:24][C:25]([CH3:28])([CH3:27])[CH3:26])=[O:23])[CH2:8]2)=[O:6])[CH2:3][CH2:2]1.[H-].[Na+].[CH3:40]I. Product: [CH:1]1([N:4]([CH2:29][C:30]2[CH:35]=[CH:34][CH:33]=[C:32]([Cl:36])[C:31]=2[Cl:37])[C:5]([C@@H:7]2[C@:12]([C:14]3[CH:19]=[CH:18][C:17]([F:20])=[C:16]([F:21])[CH:15]=3)([O:13][CH3:40])[CH2:11][CH2:10][N:9]([C:22]([O:24][C:25]([CH3:28])([CH3:27])[CH3:26])=[O:23])[CH2:8]2)=[O:6])[CH2:2][CH2:3]1. The catalyst class is: 3.